Dataset: Forward reaction prediction with 1.9M reactions from USPTO patents (1976-2016). Task: Predict the product of the given reaction. (1) Given the reactants C(O[C:6](=[O:17])[NH:7][CH:8]1[CH2:15][CH:14]2[NH:16][CH:10]([CH2:11][O:12][CH2:13]2)[CH2:9]1)(C)(C)C.[CH3:18][O:19][C:20]([C:22]1[C@H:23]([C:35]2[CH:40]=[CH:39][C:38]([F:41])=[CH:37][C:36]=2[Cl:42])[N:24]=[C:25]([C:30]2[S:31][CH:32]=[CH:33][N:34]=2)[NH:26][C:27]=1[CH2:28]Br)=[O:21].[CH3:43]CN(C(C)C)C(C)C.FC(F)(F)C(O)=O, predict the reaction product. The product is: [CH3:18][O:19][C:20]([C:22]1[C@H:23]([C:35]2[CH:40]=[CH:39][C:38]([F:41])=[CH:37][C:36]=2[Cl:42])[N:24]=[C:25]([C:30]2[S:31][CH:32]=[CH:33][N:34]=2)[NH:26][C:27]=1[CH2:28][N:16]1[CH:14]2[CH2:15][CH:8]([NH:7][C:6](=[O:17])[CH3:43])[CH2:9][CH:10]1[CH2:11][O:12][CH2:13]2)=[O:21]. (2) Given the reactants Cl.[NH2:2][CH2:3]CC1C=[CH:11][C:9]([OH:10])=C(O)C=1.C([N:16]=[C:17]=[N:18][CH:19]([CH3:21])[CH3:20])(C)C.CN(C=[O:26])C.[C:27]([O-:30])([O-])=[O:28].[K+].[K+], predict the reaction product. The product is: [NH2:2][C@H:3]([C:27]([OH:30])=[O:28])[CH2:21][C:19]1[N:18]=[CH:17][NH:16][CH:20]=1.[C:9]([O-:26])(=[O:10])[CH3:11].